This data is from Peptide-MHC class II binding affinity with 134,281 pairs from IEDB. The task is: Regression. Given a peptide amino acid sequence and an MHC pseudo amino acid sequence, predict their binding affinity value. This is MHC class II binding data. The peptide sequence is KYSYYPEDPVKLASI. The MHC is DRB1_0701 with pseudo-sequence DRB1_0701. The binding affinity (normalized) is 0.499.